From a dataset of Experimentally validated miRNA-target interactions with 360,000+ pairs, plus equal number of negative samples. Binary Classification. Given a miRNA mature sequence and a target amino acid sequence, predict their likelihood of interaction. (1) The miRNA is rno-miR-190a-5p with sequence UGAUAUGUUUGAUAUAUUAGGU. The protein sequence of the target gene is MKRASAGGSRLLAWVLWLQAWQVAAPCPGACVCYNEPKVTTSCPQQGLQAVPVGIPAASQRIFLHGNRISHVPAASFRACRNLTILWLHSNVLARIDAAAFTGLALLEQLDLSDNAQLRSVDPATFHGLGRLHTLHLDRCGLQELGPGLFRGLAALQYLYLQDNALQALPDDTFRDLGNLTHLFLHGNRISSVPERAFRGLHSLDRLLLHQNRVAHVHPHAFRDLGRLMTLYLFANNLSALPTEALAPLRALQYLRLNDNPWVCDCRARPLWAWLQKFRGSSSEVPCSLPQRLAGRDLKR.... Result: 0 (no interaction). (2) The miRNA is mmu-miR-5136 with sequence AUAUGCGAGGGAACUACUGG. The protein sequence of the target gene is MSGDTCLCPASGAKPKISGFKGGGLGNKYVQLNVGGSLYYTTVRALTRHDTMLKAMFSGRMEVLTDKEGWILIDRCGKHFGTILNYLRDDTITLPQSRQEIQELMAEAKYYLIQGLVSTCQTALQDKKDSYQPVCNIPIITSLREEDRLIESSTKPVVKLLYNRSNNKYSYTSNSDDHLLKNIELFDKLSLRFNGRVLFIKDVIGDEICCWSFYGQGRKLAEVCCTSIVYATEKKQTKVEFPEARIYEETLNVLLYETPRVPDNSLLEATSRSRSQASPSEDEDTFELRDRVRRIHVKRY.... Result: 0 (no interaction).